Dataset: Full USPTO retrosynthesis dataset with 1.9M reactions from patents (1976-2016). Task: Predict the reactants needed to synthesize the given product. (1) Given the product [N+:1]([C:4]1[CH:5]=[CH:6][C:7]([N:10]2[CH2:15][CH2:14][N:13]([CH2:16][C@@H:17]([OH:18])[CH3:19])[CH2:12][CH2:11]2)=[CH:8][CH:9]=1)([O-:3])=[O:2], predict the reactants needed to synthesize it. The reactants are: [N+:1]([C:4]1[CH:9]=[CH:8][C:7]([N:10]2[CH2:15][CH2:14][NH:13][CH2:12][CH2:11]2)=[CH:6][CH:5]=1)([O-:3])=[O:2].[CH3:16][C@H:17]1[CH2:19][O:18]1. (2) Given the product [CH2:1]([O:3][C:4]([C:5]1[CH:8]=[N:13][N:12]([C:14]2[CH:15]=[C:16]([C:17]([OH:19])=[O:18])[CH:20]=[CH:21][C:22]=2[CH3:23])[CH:6]=1)=[O:10])[CH3:2], predict the reactants needed to synthesize it. The reactants are: [CH2:1]([O:3][C:4](=[O:10])[CH:5]([CH:8]=O)[CH:6]=O)[CH3:2].Cl.[NH:12]([C:14]1[CH:15]=[C:16]([CH:20]=[CH:21][C:22]=1[CH3:23])[C:17]([OH:19])=[O:18])[NH2:13]. (3) Given the product [C:11]([O:10][C:9]([NH:8][C:5]1[CH:4]=[C:3]([CH3:16])[C:2]([Cl:1])=[CH:7][C:6]=1[C:22](=[O:28])[C:23]([O:25][CH2:26][CH3:27])=[O:24])=[O:15])([CH3:12])([CH3:13])[CH3:14], predict the reactants needed to synthesize it. The reactants are: [Cl:1][C:2]1[CH:7]=[CH:6][C:5]([NH:8][C:9](=[O:15])[O:10][C:11]([CH3:14])([CH3:13])[CH3:12])=[CH:4][C:3]=1[CH3:16].C([Li])(C)(C)C.[C:22](OCC)(=[O:28])[C:23]([O:25][CH2:26][CH3:27])=[O:24].[NH4+].[Cl-]. (4) Given the product [F:1][CH:2]([F:5])[CH2:3][O:4][C:13]1[CH:12]=[CH:11][N:10]=[C:9]([F:8])[CH:14]=1, predict the reactants needed to synthesize it. The reactants are: [F:1][CH:2]([F:5])[CH2:3][OH:4].[H-].[Na+].[F:8][C:9]1[CH:14]=[C:13](F)[CH:12]=[CH:11][N:10]=1.O. (5) The reactants are: [C:1]1([C:12]2[CH:17]=[CH:16][CH:15]=[CH:14][CH:13]=2)[CH:6]=[CH:5][C:4]([C:7]2([C:10]#N)[CH2:9][CH2:8]2)=[CH:3][CH:2]=1.[OH-:18].[K+].C(O)C[OH:22].Cl. Given the product [C:1]1([C:12]2[CH:17]=[CH:16][CH:15]=[CH:14][CH:13]=2)[CH:6]=[CH:5][C:4]([C:7]2([C:10]([OH:22])=[O:18])[CH2:9][CH2:8]2)=[CH:3][CH:2]=1, predict the reactants needed to synthesize it. (6) Given the product [NH2:23][CH:16]1[CH2:17][CH2:18][N:13]([C:11]([O:10][C:6]([CH3:9])([CH3:8])[CH3:7])=[O:12])[CH2:14][C:15]1([CH3:21])[CH3:20], predict the reactants needed to synthesize it. The reactants are: C([O-])(=O)C.[NH4+].[C:6]([O:10][C:11]([N:13]1[CH2:18][CH2:17][C:16](=O)[C:15]([CH3:21])([CH3:20])[CH2:14]1)=[O:12])([CH3:9])([CH3:8])[CH3:7].C([BH3-])#[N:23].[Na+]. (7) Given the product [F:1][C:2]([F:7])([F:6])[C:3]([OH:5])=[O:4].[CH3:43][N:40]([CH3:39])[C:9]1[CH:36]=[CH:35][C:12]([CH2:13][N:14]2[C:20]3[CH:21]=[CH:22][CH:23]=[CH:24][C:19]=3[CH2:18][N:17]([C:25](=[O:33])[C:26]3[CH:31]=[CH:30][C:29]([Cl:32])=[CH:28][CH:27]=3)[CH2:16][C:15]2=[O:34])=[CH:11][CH:10]=1, predict the reactants needed to synthesize it. The reactants are: [F:1][C:2]([F:7])([F:6])[C:3]([OH:5])=[O:4].N[C:9]1[CH:36]=[CH:35][C:12]([CH2:13][N:14]2[C:20]3[CH:21]=[CH:22][CH:23]=[CH:24][C:19]=3[CH2:18][N:17]([C:25](=[O:33])[C:26]3[CH:31]=[CH:30][C:29]([Cl:32])=[CH:28][CH:27]=3)[CH2:16][C:15]2=[O:34])=[CH:11][CH:10]=1.C=O.[C:39]([BH3-])#[N:40].[Na+].[C:43](O)(=O)C. (8) Given the product [CH:1]12[CH2:7][CH:4]([CH:5]=[CH:6]1)[CH2:3][CH:2]2[NH:8][C:9](=[S:10])[NH:11][N:12]=[CH:20][C:15]1[C:14]([Cl:13])=[CH:18][N:17]([CH3:19])[N:16]=1, predict the reactants needed to synthesize it. The reactants are: [CH:1]12[CH2:7][CH:4]([CH:5]=[CH:6]1)[CH2:3][CH:2]2[NH:8][C:9]([NH:11][NH2:12])=[S:10].[Cl:13][C:14]1[C:15]([CH:20]=O)=[N:16][N:17]([CH3:19])[CH:18]=1.